This data is from Reaction yield outcomes from USPTO patents with 853,638 reactions. The task is: Predict the reaction yield, written as a fraction of the theoretical maximum amount of product (1.0 means a 100% yield; for example, 0.34 means a 34% yield). (1) The yield is 0.750. The reactants are Cl.Cl.[F:3][C:4]([F:17])([F:16])[CH2:5][O:6][C:7]1[CH:8]=[CH:9][C:10]([C@H:13]([NH2:15])[CH3:14])=[N:11][CH:12]=1.[C:18]([C:22]1[O:26][N:25]=[C:24]([C:27](O)=[O:28])[CH:23]=1)([CH3:21])([CH3:20])[CH3:19].C(N(CC)CC)C.C(Cl)CCl.C1C=CC2N(O)N=NC=2C=1. The product is [C:18]([C:22]1[O:26][N:25]=[C:24]([C:27]([NH:15][C@@H:13]([C:10]2[CH:9]=[CH:8][C:7]([O:6][CH2:5][C:4]([F:3])([F:16])[F:17])=[CH:12][N:11]=2)[CH3:14])=[O:28])[CH:23]=1)([CH3:21])([CH3:19])[CH3:20]. The catalyst is ClCCl.CO. (2) The reactants are [CH2:1]([C:5]1[O:9][C:8]([C:10]2[CH:11]=[C:12]([Cl:25])[C:13]([N:16]3[CH2:21][CH2:20][CH:19]([C:22](O)=[O:23])[CH2:18][CH2:17]3)=[N:14][CH:15]=2)=[N:7][CH:6]=1)[CH2:2][CH2:3][CH3:4].CCN=C=NCCCN(C)C.C1C=CC2N(O)N=NC=2C=1.[Cl:47][C:48]1[S:52][C:51]([S:53]([NH2:56])(=[O:55])=[O:54])=[CH:50][CH:49]=1.CCN(C(C)C)C(C)C. The catalyst is C(Cl)Cl. The product is [CH2:1]([C:5]1[O:9][C:8]([C:10]2[CH:11]=[C:12]([Cl:25])[C:13]([N:16]3[CH2:17][CH2:18][CH:19]([C:22]([NH:56][S:53]([C:51]4[S:52][C:48]([Cl:47])=[CH:49][CH:50]=4)(=[O:55])=[O:54])=[O:23])[CH2:20][CH2:21]3)=[N:14][CH:15]=2)=[N:7][CH:6]=1)[CH2:2][CH2:3][CH3:4]. The yield is 0.400. (3) The reactants are [CH2:1]([N:8]1[CH2:12][CH2:11][C@@H:10]2[CH2:13][NH:14][CH2:15][C@H:9]12)[C:2]1[CH:7]=[CH:6][CH:5]=[CH:4][CH:3]=1.[Cl:16][C:17]1[CH:22]=[CH:21][C:20](I)=[CH:19][N:18]=1. No catalyst specified. The product is [CH2:1]([N:8]1[CH2:12][CH2:11][C@@H:10]2[CH2:13][N:14]([C:20]3[CH:19]=[N:18][C:17]([Cl:16])=[CH:22][CH:21]=3)[CH2:15][C@H:9]12)[C:2]1[CH:7]=[CH:6][CH:5]=[CH:4][CH:3]=1. The yield is 0.650. (4) The reactants are [OH:1][C:2]1[CH:11]=[C:10]2[C:5]([CH2:6][CH2:7][C:8](=[O:12])[NH:9]2)=[CH:4][CH:3]=1.[Br:13][CH2:14][CH:15]1[CH2:20][CH2:19][CH:18]([CH2:21]Br)[CH2:17][CH2:16]1.C([O-])([O-])=O.[K+].[K+]. The catalyst is CCO.O. The product is [Br:13][CH2:14][CH:15]1[CH2:20][CH2:19][CH:18]([CH2:21][O:1][C:2]2[CH:11]=[C:10]3[C:5]([CH2:6][CH2:7][C:8](=[O:12])[NH:9]3)=[CH:4][CH:3]=2)[CH2:17][CH2:16]1. The yield is 0.300. (5) The reactants are [OH:1][C:2]1[C:7]([C:8]([O:10]CC)=O)=[CH:6][N:5]=[C:4]2[S:13][CH:14]=[CH:15][C:3]=12.[Cl:16][C:17]1[CH:24]=[CH:23][C:20]([CH2:21][NH2:22])=[CH:19][CH:18]=1. The product is [Cl:16][C:17]1[CH:24]=[CH:23][C:20]([CH2:21][NH:22][C:8]([C:7]2[C:2]([OH:1])=[C:3]3[CH:15]=[CH:14][S:13][C:4]3=[N:5][CH:6]=2)=[O:10])=[CH:19][CH:18]=1. The catalyst is C1(C)C=CC=CC=1. The yield is 0.450. (6) The reactants are [Cl:1][C:2]1[C:6]([N+:7]([O-])=O)=[CH:5][N:4]([C:10]2[CH:11]=[N:12][CH:13]=[CH:14][CH:15]=2)[N:3]=1.[OH-].[K+]. The catalyst is C(O)(=O)C.C(O)C.O.[Fe]. The product is [Cl:1][C:2]1[C:6]([NH2:7])=[CH:5][N:4]([C:10]2[CH:11]=[N:12][CH:13]=[CH:14][CH:15]=2)[N:3]=1. The yield is 0.800.